From a dataset of Forward reaction prediction with 1.9M reactions from USPTO patents (1976-2016). Predict the product of the given reaction. (1) Given the reactants [H-].[Na+].[F:3][C:4]([F:8])([F:7])[CH2:5][OH:6].Cl[C:10]1[N:15]=[C:14]([NH:16][CH2:17][C:18]2[O:19][C:20]([CH3:23])=[CH:21][CH:22]=2)[N:13]=[C:12]([NH:24][C:25]2[CH:34]=[CH:33][C:28]3[NH:29][C:30](=[O:32])[NH:31][C:27]=3[CH:26]=2)[N:11]=1, predict the reaction product. The product is: [CH3:23][C:20]1[O:19][C:18]([CH2:17][NH:16][C:14]2[N:15]=[C:10]([O:6][CH2:5][C:4]([F:8])([F:7])[F:3])[N:11]=[C:12]([NH:24][C:25]3[CH:34]=[CH:33][C:28]4[NH:29][C:30](=[O:32])[NH:31][C:27]=4[CH:26]=3)[N:13]=2)=[CH:22][CH:21]=1. (2) Given the reactants [CH3:1][O:2][C:3]1[CH:8]=[CH:7][CH:6]=[CH:5][C:4]=1[N:9]1[CH2:14][CH2:13][C:12]([C:17]2[CH:22]=[CH:21][CH:20]=[C:19]([O:23][CH3:24])[CH:18]=2)([CH:15]=O)[CH2:11][CH2:10]1.[Si:25]([O:32][CH:33]([CH2:39][C:40](=[O:48])[CH2:41]P(OC)(OC)=O)[CH2:34][C:35]([O:37][CH3:38])=[O:36])([C:28]([CH3:31])([CH3:30])[CH3:29])([CH3:27])[CH3:26].C[O-].[Na+].CO.[Cl-].[NH4+], predict the reaction product. The product is: [Si:25]([O:32][CH:33]([CH2:39][C:40](=[O:48])/[CH:41]=[CH:15]/[C:12]1([C:17]2[CH:22]=[CH:21][CH:20]=[C:19]([O:23][CH3:24])[CH:18]=2)[CH2:11][CH2:10][N:9]([C:4]2[CH:5]=[CH:6][CH:7]=[CH:8][C:3]=2[O:2][CH3:1])[CH2:14][CH2:13]1)[CH2:34][C:35]([O:37][CH3:38])=[O:36])([C:28]([CH3:29])([CH3:30])[CH3:31])([CH3:26])[CH3:27]. (3) Given the reactants C(=[N:14][C:15]1[CH:24]=[C:23]([C:25]2[CH:30]=[CH:29][C:28]([F:31])=[CH:27][CH:26]=2)[C:22]2[C:17](=[CH:18][C:19]([S:32][C:33]3[CH:34]=[C:35]([C:39]4([C:45]#[N:46])[CH2:44][CH2:43][O:42][CH2:41][CH2:40]4)[CH:36]=[CH:37][CH:38]=3)=[CH:20][CH:21]=2)[N:16]=1)(C1C=CC=CC=1)C1C=CC=CC=1.Cl.NO.C([O-])(=O)C.[K+], predict the reaction product. The product is: [NH2:14][C:15]1[CH:24]=[C:23]([C:25]2[CH:30]=[CH:29][C:28]([F:31])=[CH:27][CH:26]=2)[C:22]2[C:17](=[CH:18][C:19]([S:32][C:33]3[CH:34]=[C:35]([C:39]4([C:45]#[N:46])[CH2:40][CH2:41][O:42][CH2:43][CH2:44]4)[CH:36]=[CH:37][CH:38]=3)=[CH:20][CH:21]=2)[N:16]=1. (4) Given the reactants CN(C(ON1N=NC2C=CC=NC1=2)=[N+](C)C)C.F[P-](F)(F)(F)(F)F.[N:25]1([C:31]([O:33][C:34]([CH3:37])([CH3:36])[CH3:35])=[O:32])[CH2:30][CH2:29][NH:28][CH2:27][CH2:26]1.CCN(C(C)C)C(C)C.[CH:47]1([C:53]2[C:54]3[CH:55]=[CH:56][C:57]([C:77]([O:79][CH3:80])=[O:78])=[CH:58][C:59]=3[N:60]3[C:67]=2[C:66]2[CH:68]=[CH:69][CH:70]=[CH:71][C:65]=2[O:64][CH2:63][CH:62]([CH2:72][CH2:73][C:74](O)=[O:75])[CH2:61]3)[CH2:52][CH2:51][CH2:50][CH2:49][CH2:48]1, predict the reaction product. The product is: [C:34]([O:33][C:31]([N:25]1[CH2:30][CH2:29][N:28]([C:74](=[O:75])[CH2:73][CH2:72][CH:62]2[CH2:61][N:60]3[C:59]4[CH:58]=[C:57]([C:77]([O:79][CH3:80])=[O:78])[CH:56]=[CH:55][C:54]=4[C:53]([CH:47]4[CH2:48][CH2:49][CH2:50][CH2:51][CH2:52]4)=[C:67]3[C:66]3[CH:68]=[CH:69][CH:70]=[CH:71][C:65]=3[O:64][CH2:63]2)[CH2:27][CH2:26]1)=[O:32])([CH3:37])([CH3:36])[CH3:35].